Dataset: Catalyst prediction with 721,799 reactions and 888 catalyst types from USPTO. Task: Predict which catalyst facilitates the given reaction. Reactant: C[Si](C)(C)CCOC[N:7]1[C:11]2[CH:12]=[CH:13][C:14]([C:16]3[N:21]=[C:20]([CH2:22][S:23]([CH3:26])(=[O:25])=[O:24])[CH:19]=[C:18]([N:27]4[CH2:32][CH2:31][O:30][CH2:29][CH2:28]4)[N:17]=3)=[CH:15][C:10]=2[N:9]=[CH:8]1.Cl. Product: [CH3:26][S:23]([CH2:22][C:20]1[CH:19]=[C:18]([N:27]2[CH2:32][CH2:31][O:30][CH2:29][CH2:28]2)[N:17]=[C:16]([C:14]2[CH:13]=[CH:12][C:11]3[NH:7][CH:8]=[N:9][C:10]=3[CH:15]=2)[N:21]=1)(=[O:25])=[O:24]. The catalyst class is: 8.